This data is from Reaction yield outcomes from USPTO patents with 853,638 reactions. The task is: Predict the reaction yield, written as a fraction of the theoretical maximum amount of product (1.0 means a 100% yield; for example, 0.34 means a 34% yield). (1) The product is [Cl:8][C:6]1[N:7]=[C:2]([NH2:1])[N:3]=[C:4]2[NH:13][N:14]=[C:9]([CH3:10])[C:5]=12. The catalyst is C(Cl)Cl. The reactants are [NH2:1][C:2]1[N:7]=[C:6]([Cl:8])[C:5]([C:9](=O)[CH3:10])=[C:4](Cl)[N:3]=1.[NH2:13][NH2:14]. The yield is 0.530. (2) The reactants are [NH2:1][CH2:2][CH2:3][C:4]1[CH:9]=[CH:8][C:7]([OH:10])=[CH:6][CH:5]=1.[CH:11](=O)[C:12]1[CH:17]=[CH:16][CH:15]=[CH:14][CH:13]=1.[BH4-].[Na+]. The catalyst is CO. The product is [CH2:11]([NH:1][CH2:2][CH2:3][C:4]1[CH:9]=[CH:8][C:7]([OH:10])=[CH:6][CH:5]=1)[C:12]1[CH:17]=[CH:16][CH:15]=[CH:14][CH:13]=1. The yield is 0.910. (3) The reactants are [CH3:1][C:2]1[C:16](=[O:17])[N:15]=[C:14]2[N:4]([C@@H:5]3[O:9][C@H:8]([CH2:10][OH:11])[C@@H:7]([OH:12])[C@@H:6]3[O:13]2)[CH:3]=1.[CH3:18][O:19][CH2:20][CH2:21][O:22]B([O:22][CH2:21][CH2:20][O:19][CH3:18])[O:22][CH2:21][CH2:20][O:19][CH3:18]. The catalyst is COCCO. The product is [CH3:18][O:19][CH2:20][CH2:21][O:22][C@@H:6]1[C@H:7]([OH:12])[C@@H:8]([CH2:10][OH:11])[O:9][C@H:5]1[N:4]1[CH:3]=[C:2]([CH3:1])[C:16](=[O:17])[NH:15][C:14]1=[O:13]. The yield is 0.630. (4) The catalyst is ClCCl.CN(C1C=CN=CC=1)C. The reactants are [CH3:1][C:2]1([CH3:12])[O:6][C@@H:5]([CH2:7][C:8]([OH:10])=[O:9])[C:4](=[O:11])[O:3]1.C(N(C(C)C)C(C)C)C.CCN=C=NCCCN(C)C.Cl.C1C=CC2N(O)N=NC=2C=1.[C:44]1([O:54][CH3:55])[C:45](=[CH:47][CH:48]=[C:49]([CH:53]=1)[CH2:50][CH:51]=[CH2:52])O. The yield is 0.630. The product is [CH2:50]([C:49]1[CH:48]=[CH:47][C:45]([O:9][C:8](=[O:10])[CH2:7][CH:5]2[C:4](=[O:11])[O:3][C:2]([CH3:12])([CH3:1])[O:6]2)=[C:44]([O:54][CH3:55])[CH:53]=1)[CH:51]=[CH2:52]. (5) The reactants are [F:1][C:2]1[C:7]([OH:8])=[CH:6][CH:5]=[C:4]([F:9])[C:3]=1[NH:10][C:11](=O)[C:12]1[CH:17]=[C:16]([C:18]2[CH:23]=[CH:22][CH:21]=[C:20]([F:24])[CH:19]=2)[CH:15]=[C:14]([F:25])[CH:13]=1. The catalyst is C1COCC1. The product is [F:1][C:2]1[C:3]([NH:10][CH2:11][C:12]2[CH:17]=[C:16]([C:18]3[CH:23]=[CH:22][CH:21]=[C:20]([F:24])[CH:19]=3)[CH:15]=[C:14]([F:25])[CH:13]=2)=[C:4]([F:9])[CH:5]=[CH:6][C:7]=1[OH:8]. The yield is 0.940. (6) The reactants are [SH:1][C:2]1[S:3][C:4]2[CH:10]=[CH:9][C:8]([CH3:11])=[CH:7][C:5]=2[N:6]=1.Cl[C:13]1[C:18]([Cl:19])=[CH:17][C:16]([N+:20]([O-:22])=[O:21])=[CH:15][C:14]=1[C:23](=[O:25])[CH3:24].[H-].[Na+]. The catalyst is CN(C=O)C. The product is [Cl:19][C:18]1[C:13]([S:1][C:2]2[S:3][C:4]3[CH:10]=[CH:9][C:8]([CH3:11])=[CH:7][C:5]=3[N:6]=2)=[C:14]([C:23](=[O:25])[CH3:24])[CH:15]=[C:16]([N+:20]([O-:22])=[O:21])[CH:17]=1. The yield is 0.980. (7) The reactants are Br[C:2]1[CH:3]=[CH:4][C:5]([N:32]([CH2:40][C:41]([O:43][C:44]([CH3:47])([CH3:46])[CH3:45])=[O:42])[C:33]([O:35][C:36]([CH3:39])([CH3:38])[CH3:37])=[O:34])=[N:6][C:7]=1[CH:8]([CH2:19][C:20]1[N:21]=[N:22][C:23]([C:26]2[CH:31]=[CH:30][CH:29]=[CH:28][CH:27]=2)=[CH:24][CH:25]=1)[NH:9][S:10]([C:13]1[CH:14]=[N:15][CH:16]=[CH:17][CH:18]=1)(=[O:12])=[O:11].C(N(CC)CC)C. The catalyst is C(O)C.[Pd]. The product is [C:36]([O:35][C:33]([N:32]([CH2:40][C:41]([O:43][C:44]([CH3:47])([CH3:46])[CH3:45])=[O:42])[C:5]1[CH:4]=[CH:3][CH:2]=[C:7]([CH:8]([CH2:19][C:20]2[N:21]=[N:22][C:23]([C:26]3[CH:31]=[CH:30][CH:29]=[CH:28][CH:27]=3)=[CH:24][CH:25]=2)[NH:9][S:10]([C:13]2[CH:14]=[N:15][CH:16]=[CH:17][CH:18]=2)(=[O:12])=[O:11])[N:6]=1)=[O:34])([CH3:38])([CH3:39])[CH3:37]. The yield is 0.720.